Dataset: Full USPTO retrosynthesis dataset with 1.9M reactions from patents (1976-2016). Task: Predict the reactants needed to synthesize the given product. (1) Given the product [ClH:20].[CH3:13][N:8]([CH3:1])[CH2:9][CH2:10][CH2:11][N:46]=[C:44]=[N:24][CH2:23][CH3:25].[C:1]([N:8]1[CH2:9][CH2:10][C:11]([C:14]2[CH:15]=[CH:16][C:17]([Cl:20])=[CH:18][CH:19]=2)([CH2:21][NH:22][C:35]([C:27]2[C:28]3[C:33](=[CH:32][CH:31]=[CH:30][CH:29]=3)[CH:34]=[C:25]([C:23]#[N:24])[C:26]=2[O:38][CH3:39])=[O:36])[CH2:12][CH2:13]1)([O:3][C:4]([CH3:7])([CH3:6])[CH3:5])=[O:2], predict the reactants needed to synthesize it. The reactants are: [C:1]([N:8]1[CH2:13][CH2:12][C:11]([CH2:21][NH2:22])([C:14]2[CH:19]=[CH:18][C:17]([Cl:20])=[CH:16][CH:15]=2)[CH2:10][CH2:9]1)([O:3][C:4]([CH3:7])([CH3:6])[CH3:5])=[O:2].[C:23]([C:25]1[C:26]([O:38][CH3:39])=[C:27]([C:35](O)=[O:36])[C:28]2[C:33]([CH:34]=1)=[CH:32][CH:31]=[CH:30][CH:29]=2)#[N:24].C1C=[C:44]2[N:46]=NN(O)C2=CC=1.O.CN1CCOCC1. (2) Given the product [CH2:27]([N:34]1[C:42]2[C:37](=[CH:38][CH:39]=[CH:40][CH:41]=2)[CH:36]=[C:35]1/[CH:43]=[N:16]/[O:15][CH2:14][CH2:13][CH2:12][O:11][C:8]1[C:7]([C:17]2[CH:18]=[CH:19][C:20]([C:23]([F:25])([F:26])[F:24])=[CH:21][CH:22]=2)=[CH:6][C:5]([C:3]([OH:2])=[O:4])=[CH:10][CH:9]=1)[C:28]1[CH:29]=[CH:30][CH:31]=[CH:32][CH:33]=1, predict the reactants needed to synthesize it. The reactants are: C[O:2][C:3]([C:5]1[CH:6]=[C:7]([C:17]2[CH:22]=[CH:21][C:20]([C:23]([F:26])([F:25])[F:24])=[CH:19][CH:18]=2)[C:8]([O:11][CH2:12][CH2:13][CH2:14][O:15][NH2:16])=[CH:9][CH:10]=1)=[O:4].[CH2:27]([N:34]1[C:42]2[C:37](=[CH:38][CH:39]=[CH:40][CH:41]=2)[CH:36]=[C:35]1[CH:43]=O)[C:28]1[CH:33]=[CH:32][CH:31]=[CH:30][CH:29]=1.